From a dataset of NCI-60 drug combinations with 297,098 pairs across 59 cell lines. Regression. Given two drug SMILES strings and cell line genomic features, predict the synergy score measuring deviation from expected non-interaction effect. (1) Drug 1: C1C(C(OC1N2C=C(C(=O)NC2=O)F)CO)O. Drug 2: CCN(CC)CCCC(C)NC1=C2C=C(C=CC2=NC3=C1C=CC(=C3)Cl)OC. Cell line: U251. Synergy scores: CSS=42.3, Synergy_ZIP=-9.60, Synergy_Bliss=-1.88, Synergy_Loewe=-17.5, Synergy_HSA=0.333. (2) Drug 1: C1=NC2=C(N=C(N=C2N1C3C(C(C(O3)CO)O)O)F)N. Drug 2: CC1=C(N=C(N=C1N)C(CC(=O)N)NCC(C(=O)N)N)C(=O)NC(C(C2=CN=CN2)OC3C(C(C(C(O3)CO)O)O)OC4C(C(C(C(O4)CO)O)OC(=O)N)O)C(=O)NC(C)C(C(C)C(=O)NC(C(C)O)C(=O)NCCC5=NC(=CS5)C6=NC(=CS6)C(=O)NCCC[S+](C)C)O. Cell line: SNB-19. Synergy scores: CSS=31.0, Synergy_ZIP=-5.65, Synergy_Bliss=0.587, Synergy_Loewe=0.796, Synergy_HSA=1.46. (3) Drug 1: CC1=C(C=C(C=C1)C(=O)NC2=CC(=CC(=C2)C(F)(F)F)N3C=C(N=C3)C)NC4=NC=CC(=N4)C5=CN=CC=C5. Drug 2: CC1=C2C(C(=O)C3(C(CC4C(C3C(C(C2(C)C)(CC1OC(=O)C(C(C5=CC=CC=C5)NC(=O)C6=CC=CC=C6)O)O)OC(=O)C7=CC=CC=C7)(CO4)OC(=O)C)O)C)OC(=O)C. Cell line: HT29. Synergy scores: CSS=19.9, Synergy_ZIP=19.0, Synergy_Bliss=13.2, Synergy_Loewe=-9.38, Synergy_HSA=10.5.